From a dataset of Reaction yield outcomes from USPTO patents with 853,638 reactions. Predict the reaction yield, written as a fraction of the theoretical maximum amount of product (1.0 means a 100% yield; for example, 0.34 means a 34% yield). (1) The reactants are C(OC([N:8]1[CH:12]=[C:11]([NH2:13])[C:10]([CH3:14])=[N:9]1)=O)(C)(C)C.[OH:15][C:16]1[CH:21]=[C:20]([CH3:22])[O:19][C:18](=O)[CH:17]=1. The catalyst is C(O)C(F)(F)F. The product is [OH:15][C:16]1[CH:21]=[C:20]([CH3:22])[N:13]([C:11]2[C:10]([CH3:14])=[N:9][NH:8][CH:12]=2)[C:18](=[O:19])[CH:17]=1. The yield is 1.00. (2) The reactants are [F:1][C:2]1[CH:3]=[CH:4][C:5]([CH3:35])=[C:6]([CH:34]=1)[O:7][CH2:8][C:9]1[C:10]([C:23]2[CH:28]=[CH:27][C:26]([N+:29]([O-])=O)=[CH:25][C:24]=2[O:32][CH3:33])=[CH:11][CH:12]=[C:13]2[C:18]=1[N:17]([CH3:19])[C:16](=[O:20])[C:15]([CH3:22])([CH3:21])[NH:14]2.CN(C)C=O.C(O)C. The catalyst is C(OCC)(=O)C.C(=O)([O-])O.[Na+]. The product is [NH2:29][C:26]1[CH:27]=[CH:28][C:23]([C:10]2[C:9]([CH2:8][O:7][C:6]3[CH:34]=[C:2]([F:1])[CH:3]=[CH:4][C:5]=3[CH3:35])=[C:18]3[C:13]([NH:14][C:15]([CH3:22])([CH3:21])[C:16](=[O:20])[N:17]3[CH3:19])=[CH:12][CH:11]=2)=[C:24]([O:32][CH3:33])[CH:25]=1. The yield is 0.500. (3) The reactants are [F:1][C:2]1[CH:7]=[C:6]([N+:8]([O-])=O)[C:5]([F:11])=[CH:4][C:3]=1[C:12]1[O:16][CH:15]=[N:14][CH:13]=1. The catalyst is CO.[Pd]. The product is [F:11][C:5]1[CH:4]=[C:3]([C:12]2[O:16][CH:15]=[N:14][CH:13]=2)[C:2]([F:1])=[CH:7][C:6]=1[NH2:8]. The yield is 0.860. (4) The reactants are [ClH:1].N[C:3]1[CH:12]=[CH:11][CH:10]=[C:9]2[C:4]=1[CH:5]=[CH:6][C:7](=[O:13])[NH:8]2.N([O-])=O.[Na+].[S:18](=[O:20])=[O:19]. The catalyst is C(O)(=O)C.C(#N)C.O.O.[Cu](Cl)Cl. The product is [O:13]=[C:7]1[CH:6]=[CH:5][C:4]2[C:3]([S:18]([Cl:1])(=[O:20])=[O:19])=[CH:12][CH:11]=[CH:10][C:9]=2[NH:8]1. The yield is 0.140. (5) The reactants are [N+:1]([C:4]1[CH:12]=[C:11]2[C:7]([CH:8]=[CH:9][NH:10]2)=[CH:6][CH:5]=1)([O-:3])=[O:2].[C:13]([O-])([O-])=O.[K+].[K+].CI.O. The catalyst is CN(C=O)C. The product is [CH3:13][N:10]1[C:11]2[C:7](=[CH:6][CH:5]=[C:4]([N+:1]([O-:3])=[O:2])[CH:12]=2)[CH:8]=[CH:9]1. The yield is 0.980. (6) The yield is 0.960. The product is [C:22]([O:21][C:19]([N:16]1[C:10]2[CH:9]=[C:8]([Cl:7])[N:13]=[CH:12][C:11]=2[C:14]([CH3:18])([CH3:17])[CH2:15]1)=[O:20])([CH3:25])([CH3:24])[CH3:23]. The catalyst is C1COCC1. The reactants are CC(C)([O-])C.[K+].[Cl:7][C:8]1[N:13]=[CH:12][C:11]2[C:14]([CH3:18])([CH3:17])[CH2:15][NH:16][C:10]=2[CH:9]=1.[C:19](O[C:19]([O:21][C:22]([CH3:25])([CH3:24])[CH3:23])=[O:20])([O:21][C:22]([CH3:25])([CH3:24])[CH3:23])=[O:20]. (7) The reactants are [Cl:1][C:2]1[C:7]([C:8]([OH:10])=O)=[C:6]([Cl:11])[N:5]=[CH:4][N:3]=1.S(Cl)(Cl)=O.[CH3:16][NH:17][CH2:18][C:19]#[CH:20].C(N(CC)CC)C. The catalyst is C(Cl)Cl.CN(C=O)C. The product is [Cl:11][C:6]1[C:7]([C:8]([N:17]([CH3:16])[CH2:18][C:19]#[CH:20])=[O:10])=[C:2]([Cl:1])[N:3]=[CH:4][N:5]=1. The yield is 0.400. (8) The reactants are [CH2:1]([C@@:3]12[CH2:16][C@H:15]([OH:17])[C@:14]([OH:21])([C:18]#[C:19][CH3:20])[CH2:13][C@H:12]1[CH2:11][CH2:10][C:9]1[CH:8]=[C:7]([C:22](O)=[O:23])[CH:6]=[CH:5][C:4]2=1)[CH3:2].C(N(C(C)C)CC)(C)C.CN(C)CCCN=C=NCC.ON1C2C=CC=CC=2N=N1.[CH3:55][C:56]1[C:61]([CH2:62][NH2:63])=[CH:60][CH:59]=[CH:58][N:57]=1. The catalyst is O1CCCC1. The product is [CH3:55][C:56]1[C:61]([CH2:62][NH:63][C:22]([C:7]2[CH:6]=[CH:5][C:4]3[C@@:3]4([CH2:1][CH3:2])[C@@H:12]([CH2:13][C@@:14]([OH:21])([C:18]#[C:19][CH3:20])[C@@H:15]([OH:17])[CH2:16]4)[CH2:11][CH2:10][C:9]=3[CH:8]=2)=[O:23])=[CH:60][CH:59]=[CH:58][N:57]=1. The yield is 0.380.